From a dataset of Peptide-MHC class II binding affinity with 134,281 pairs from IEDB. Regression. Given a peptide amino acid sequence and an MHC pseudo amino acid sequence, predict their binding affinity value. This is MHC class II binding data. The peptide sequence is GLDFSEVSNVQRLMR. The MHC is DRB5_0101 with pseudo-sequence DRB5_0101. The binding affinity (normalized) is 0.878.